This data is from Forward reaction prediction with 1.9M reactions from USPTO patents (1976-2016). The task is: Predict the product of the given reaction. Given the reactants [NH2:1][C:2]1[C:3]([C:7]2[NH:23][C:10]3=[CH:11][C:12]4[C:13]([CH3:22])([CH3:21])[C:14](=[O:20])[N:15]([CH2:18][CH3:19])[C:16]=4[CH:17]=[C:9]3[N:8]=2)=[N:4][NH:5][CH:6]=1.C(N(C(C)C)CC)(C)C.[F:33][C:34]1[CH:42]=[CH:41][C:37]([C:38](Cl)=[O:39])=[CH:36][CH:35]=1.[OH-].[Na+], predict the reaction product. The product is: [CH2:18]([N:15]1[C:16]2[CH:17]=[C:9]3[N:8]=[C:7]([C:3]4[C:2]([NH:1][C:38](=[O:39])[C:37]5[CH:41]=[CH:42][C:34]([F:33])=[CH:35][CH:36]=5)=[CH:6][NH:5][N:4]=4)[NH:23][C:10]3=[CH:11][C:12]=2[C:13]([CH3:22])([CH3:21])[C:14]1=[O:20])[CH3:19].